Dataset: Catalyst prediction with 721,799 reactions and 888 catalyst types from USPTO. Task: Predict which catalyst facilitates the given reaction. (1) Reactant: [CH2:1]([N:3]1[CH2:8][C:7]([CH3:10])([CH3:9])[O:6][C:5](=[O:11])[CH:4]1[CH2:12][C:13]([OH:15])=O)[CH3:2].C(N(C(C)C)CC)(C)C.CN(C(ON1N=NC2C=CC=NC1=2)=[N+](C)C)C.F[P-](F)(F)(F)(F)F.[CH3:49][C:50]([CH3:55])([CH3:54])[CH2:51][CH2:52][NH2:53]. Product: [CH3:49][C:50]([CH3:55])([CH3:54])[CH2:51][CH2:52][NH:53][C:13](=[O:15])[CH2:12][CH:4]1[C:5](=[O:11])[O:6][C:7]([CH3:9])([CH3:10])[CH2:8][N:3]1[CH2:1][CH3:2]. The catalyst class is: 3. (2) Reactant: [C:1](Cl)(=[O:4])[CH:2]=[CH2:3].[C:6]([NH:16][C@H:17]([C:23]([OH:25])=[O:24])[CH2:18][CH2:19][CH2:20][CH2:21][NH2:22])([O:8][CH2:9][C:10]1[CH:15]=[CH:14][CH:13]=[CH:12][CH:11]=1)=[O:7]. Product: [CH2:9]([O:8][C:6]([NH:16][C@@H:17]([CH2:18][CH2:19][CH2:20][CH2:21][NH:22][C:1](=[O:4])[CH:2]=[CH2:3])[C:23]([OH:25])=[O:24])=[O:7])[C:10]1[CH:15]=[CH:14][CH:13]=[CH:12][CH:11]=1. The catalyst class is: 464. (3) Reactant: [CH3:1][C:2]([Si:5](Cl)([CH3:7])[CH3:6])([CH3:4])[CH3:3].[OH:9][CH2:10][CH2:11][O:12][C:13]1[CH:14]=[C:15]([CH:18]=[CH:19][CH:20]=1)[CH:16]=[O:17]. Product: [C:2]([Si:5]([CH3:7])([CH3:6])[O:9][CH2:10][CH2:11][O:12][C:13]1[CH:14]=[C:15]([CH:18]=[CH:19][CH:20]=1)[CH:16]=[O:17])([CH3:4])([CH3:3])[CH3:1]. The catalyst class is: 18. (4) Reactant: [N:1]([C@@H:4]1[CH2:8][CH2:7][CH2:6][C@H:5]1[OH:9])=[N+:2]=[N-:3].N1C=CC=CC=1.[N+:16]([C:19]1[CH:24]=[CH:23][C:22]([S:25](Cl)(=[O:27])=[O:26])=[CH:21][CH:20]=1)([O-:18])=[O:17].[N+](C1C=CC(S(O)(=O)=O)=CC=1)([O-])=O. Product: [N:1]([C@@H:4]1[CH2:8][CH2:7][CH2:6][C@H:5]1[O:9][S:25]([C:22]1[CH:21]=[CH:20][C:19]([N+:16]([O-:18])=[O:17])=[CH:24][CH:23]=1)(=[O:26])=[O:27])=[N+:2]=[N-:3]. The catalyst class is: 2.